Dataset: Catalyst prediction with 721,799 reactions and 888 catalyst types from USPTO. Task: Predict which catalyst facilitates the given reaction. (1) Reactant: [CH3:1][NH:2][CH:3]([CH3:5])[CH3:4].C(=O)([O-])[O-].[K+].[K+].CN(C)S(=O)=O.Cl[C:19]1[CH:28]=[CH:27][C:26]2[C:21](=[CH:22][CH:23]=[C:24]([Br:29])[CH:25]=2)[N:20]=1. Product: [Br:29][C:24]1[CH:25]=[C:26]2[C:21](=[CH:22][CH:23]=1)[N:20]=[C:19]([N:2]([CH3:1])[CH:3]([CH3:5])[CH3:4])[CH:28]=[CH:27]2. The catalyst class is: 6. (2) Reactant: Br[C:2]1[N:7]=[CH:6][C:5]2[C:8]([C:15]([NH:17][CH:18]3[CH2:23][CH2:22][O:21][CH2:20][CH2:19]3)=[O:16])=[CH:9][N:10]([CH:11]([CH2:13][CH3:14])[CH3:12])[C:4]=2[CH:3]=1.[NH2:24][C:25]1[CH:30]=[CH:29][N:28]=[C:27]([N:31]2[CH2:36][CH2:35][C:34]([CH3:38])([OH:37])[CH2:33][CH2:32]2)[N:26]=1.CC(C)([O-])C.[Na+]. Product: [CH:11]([N:10]1[C:4]2[CH:3]=[C:2]([NH:24][C:25]3[CH:30]=[CH:29][N:28]=[C:27]([N:31]4[CH2:32][CH2:33][C:34]([OH:37])([CH3:38])[CH2:35][CH2:36]4)[N:26]=3)[N:7]=[CH:6][C:5]=2[C:8]([C:15]([NH:17][CH:18]2[CH2:23][CH2:22][O:21][CH2:20][CH2:19]2)=[O:16])=[CH:9]1)([CH2:13][CH3:14])[CH3:12]. The catalyst class is: 107. (3) Reactant: [CH3:1][C:2]1[C:7]2[N:8]=[C:9]([C:54]3[S:58][CH:57]=[C:56]([CH:59]([CH3:61])[CH3:60])[N:55]=3)[CH:10]=[C:11]([O:12][C@H:13]3[CH2:33][N:32]4[C@H:15]([C:16]([NH:18][C@@:19]5([C:45]([NH:47][S:48]([CH:51]6[CH2:53][CH2:52]6)(=[O:50])=[O:49])=[O:46])[C@H:21]([CH:22]=[CH:23][CH2:24][CH2:25][CH2:26][CH2:27][CH2:28][C@H:29]([CH2:34][C:35]([N:37]6[CH2:42][C:41]([F:44])([F:43])[CH2:40][CH2:39][CH2:38]6)=[O:36])[C:30]4=[O:31])[CH2:20]5)=[O:17])[CH2:14]3)[C:6]=2[CH:5]=[CH:4][C:3]=1[O:62][CH3:63].[OH-].[Na+:65]. Product: [CH3:1][C:2]1[C:7]2[N:8]=[C:9]([C:54]3[S:58][CH:57]=[C:56]([CH:59]([CH3:61])[CH3:60])[N:55]=3)[CH:10]=[C:11]([O:12][C@H:13]3[CH2:33][N:32]4[C@H:15]([C:16]([NH:18][C@@:19]5([C:45]([N-:47][S:48]([CH:51]6[CH2:52][CH2:53]6)(=[O:49])=[O:50])=[O:46])[C@H:21]([CH:22]=[CH:23][CH2:24][CH2:25][CH2:26][CH2:27][CH2:28][C@H:29]([CH2:34][C:35]([N:37]6[CH2:42][C:41]([F:44])([F:43])[CH2:40][CH2:39][CH2:38]6)=[O:36])[C:30]4=[O:31])[CH2:20]5)=[O:17])[CH2:14]3)[C:6]=2[CH:5]=[CH:4][C:3]=1[O:62][CH3:63].[Na+:65]. The catalyst class is: 5. (4) Reactant: [NH2:1][CH2:2][C:3]1([OH:10])[CH2:8][CH2:7][N:6]([CH3:9])[CH2:5][CH2:4]1.S([O-])([O-])(=O)=O.[Mg+2].[CH:17](=O)[CH3:18]. Product: [CH3:17][CH:18]1[NH:1][CH2:2][C:3]2([CH2:8][CH2:7][N:6]([CH3:9])[CH2:5][CH2:4]2)[O:10]1. The catalyst class is: 4. (5) Reactant: C(N(CC)CC)C.C(Cl)Cl.[O:11]([CH2:19][CH2:20][CH2:21][CH2:22]/[CH:23]=[C:24](\[CH3:27])/[CH2:25][OH:26])[Si:12]([C:15]([CH3:18])([CH3:17])[CH3:16])([CH3:14])[CH3:13]. Product: [O:11]([CH2:19][CH2:20][CH2:21][CH2:22]/[CH:23]=[C:24](\[CH3:27])/[CH:25]=[O:26])[Si:12]([C:15]([CH3:17])([CH3:18])[CH3:16])([CH3:14])[CH3:13]. The catalyst class is: 16. (6) Reactant: Cl[CH2:2][CH2:3][O:4][C:5]1[CH:6]=[C:7]([NH:15][C:16](=[O:37])[C:17]2[CH:22]=[CH:21][C:20]([CH3:23])=[C:19]([NH:24][C:25]3[C:30]([C:31]4[CH:36]=[CH:35][N:34]=[CH:33][N:32]=4)=[CH:29][CH:28]=[CH:27][N:26]=3)[CH:18]=2)[CH:8]=[C:9]([C:11]([F:14])([F:13])[F:12])[CH:10]=1.[CH3:38][N:39]1[CH2:44][CH2:43][NH:42][CH2:41][CH2:40]1.[I-].[Na+].O. Product: [CH3:23][C:20]1[CH:21]=[CH:22][C:17]([C:16]([NH:15][C:7]2[CH:8]=[C:9]([C:11]([F:14])([F:13])[F:12])[CH:10]=[C:5]([O:4][CH2:3][CH2:2][N:42]3[CH2:43][CH2:44][N:39]([CH3:38])[CH2:40][CH2:41]3)[CH:6]=2)=[O:37])=[CH:18][C:19]=1[NH:24][C:25]1[C:30]([C:31]2[CH:36]=[CH:35][N:34]=[CH:33][N:32]=2)=[CH:29][CH:28]=[CH:27][N:26]=1. The catalyst class is: 3. (7) Reactant: C1C=C(Cl)C=C(C(OO)=[O:9])C=1.[C:12]([O:16][C:17](=[O:53])[NH:18][CH2:19][CH2:20][CH2:21][CH2:22][C:23]1[N:24]([CH2:44][CH2:45][O:46][C:47]2[CH:52]=[CH:51][CH:50]=[CH:49][CH:48]=2)[C:25]2[C:34]3[CH:33]=[CH:32][C:31]([O:35][CH2:36][C:37]4[CH:42]=[CH:41][CH:40]=[CH:39][CH:38]=4)=[CH:30][C:29]=3[N:28]=[CH:27][C:26]=2[N:43]=1)([CH3:15])([CH3:14])[CH3:13]. Product: [C:12]([O:16][C:17](=[O:53])[NH:18][CH2:19][CH2:20][CH2:21][CH2:22][C:23]1[N:24]([CH2:44][CH2:45][O:46][C:47]2[CH:52]=[CH:51][CH:50]=[CH:49][CH:48]=2)[C:25]2[C:34]3[CH:33]=[CH:32][C:31]([O:35][CH2:36][C:37]4[CH:42]=[CH:41][CH:40]=[CH:39][CH:38]=4)=[CH:30][C:29]=3[N+:28]([O-:9])=[CH:27][C:26]=2[N:43]=1)([CH3:15])([CH3:13])[CH3:14]. The catalyst class is: 4. (8) Reactant: [Si:1]([O:18][CH2:19][C:20]([O:22]CC)=O)([C:14]([CH3:17])([CH3:16])[CH3:15])([C:8]1[CH:13]=[CH:12][CH:11]=[CH:10][CH:9]=1)[C:2]1[CH:7]=[CH:6][CH:5]=[CH:4][CH:3]=1.[CH3:25][CH2:26]CCCC.CC(C[AlH]CC(C)C)C.C1(C)C=CC=CC=1. The catalyst class is: 4. Product: [CH2:25]([CH:19]([O:18][Si:1]([C:14]([CH3:16])([CH3:15])[CH3:17])([C:2]1[CH:3]=[CH:4][CH:5]=[CH:6][CH:7]=1)[C:8]1[CH:9]=[CH:10][CH:11]=[CH:12][CH:13]=1)[CH:20]=[O:22])[CH3:26]. (9) Reactant: C(OC([N:8]1[CH2:20][C@@H:19]([CH3:21])[N:18]2[C@H:10]([CH2:11][C:12]3[C:17]2=[N:16][CH:15]=[C:14]([F:22])[C:13]=3[CH2:23][OH:24])[CH2:9]1)=O)(C)(C)C.Cl. Product: [F:22][C:14]1[C:13]([CH2:23][OH:24])=[C:12]2[C:17]([N:18]3[C@H:10]([CH2:11]2)[CH2:9][NH:8][CH2:20][C@H:19]3[CH3:21])=[N:16][CH:15]=1. The catalyst class is: 12. (10) Reactant: [N+:1]([C:4]1[CH:5]=[C:6]2[C:14](=[CH:15][CH:16]=1)[NH:13][C:12]1[C:11]3=[N:17][NH:18][CH:19]=[C:10]3[CH2:9][CH2:8][C:7]2=1)([O-])=O.[Cl-:20].[NH4+].CO. Product: [ClH:20].[NH:17]1[C:11]2[C:12]3[NH:13][C:14]4[C:6]([C:7]=3[CH2:8][CH2:9][C:10]=2[CH:19]=[N:18]1)=[CH:5][C:4]([NH2:1])=[CH:16][CH:15]=4. The catalyst class is: 150.